This data is from Reaction yield outcomes from USPTO patents with 853,638 reactions. The task is: Predict the reaction yield, written as a fraction of the theoretical maximum amount of product (1.0 means a 100% yield; for example, 0.34 means a 34% yield). (1) The reactants are [I:1][C:2]1[N:7]=[N:6][C:5]([NH2:8])=[C:4]([C:9]#[C:10][C:11]2([O:15][Si](C)(C)C)[CH2:14][O:13][CH2:12]2)[CH:3]=1.CC([O-])(C)C.[K+]. The catalyst is C1COCC1. The product is [I:1][C:2]1[N:7]=[N:6][C:5]2[NH:8][C:10]([C:11]3([OH:15])[CH2:14][O:13][CH2:12]3)=[CH:9][C:4]=2[CH:3]=1. The yield is 0.180. (2) The reactants are N1C=CC=CC=1S[S:8][CH2:9][CH2:10][NH:11][C:12]([C:14]1[CH-:15][CH:16]=[CH:17][CH:18]=1)=[O:13].[CH-:19]1[CH:23]=[CH:22][CH:21]=[CH:20]1.[Fe+2:24].C(S)[C@@H](O)[C@H](O)CS.CCN(CC)CC. The catalyst is CO. The product is [SH:8][CH2:9][CH2:10][NH:11][C:12]([C:14]1[CH-:18][CH:17]=[CH:16][CH:15]=1)=[O:13].[CH-:19]1[CH:23]=[CH:22][CH:21]=[CH:20]1.[Fe+2:24]. The yield is 0.570. (3) The reactants are [H-].[Na+].[Br-].[CH2:4]([P+](C1C=CC=CC=1)(C1C=CC=CC=1)C1C=CC=CC=1)[CH2:5][CH3:6].[Br:26][C:27]1[C:36]2[C:31](=[CH:32][CH:33]=[CH:34][CH:35]=2)[CH:30]=[CH:29][C:28]=1[CH:37]=O.[Cl-].[NH4+]. The catalyst is O1CCCC1. The product is [Br:26][C:27]1[C:36]2[C:31](=[CH:32][CH:33]=[CH:34][CH:35]=2)[CH:30]=[CH:29][C:28]=1[CH:37]=[CH:4][CH2:5][CH3:6]. The yield is 1.00. (4) The reactants are [CH2:1]([N:8]1[C:13](=[O:14])[C:12]2[C:15]([CH3:18])=[N:16][S:17][C:11]=2[N:10]=[C:9]1[CH:19](Br)[CH:20]([CH3:22])[CH3:21])[C:2]1[CH:7]=[CH:6][CH:5]=[CH:4][CH:3]=1.[N-:24]=[N+:25]=[N-:26].[Na+].[Br-]. The catalyst is CN(C=O)C. The product is [N:24]([CH:19]([C:9]1[N:8]([CH2:1][C:2]2[CH:7]=[CH:6][CH:5]=[CH:4][CH:3]=2)[C:13](=[O:14])[C:12]2[C:15]([CH3:18])=[N:16][S:17][C:11]=2[N:10]=1)[CH:20]([CH3:22])[CH3:21])=[N+:25]=[N-:26]. The yield is 0.940. (5) The reactants are C(O[C:4](=O)[CH2:5][C:6]([C@@H:8]1[CH2:12][CH2:11][CH2:10][N:9]1[C:13]([O:15]C(C)(C)C)=O)=O)C.[C:21]([C:24]1[CH:31]=[CH:30][C:27](C=O)=[CH:26][CH:25]=1)([OH:23])=[O:22].N1CCCCC1.[NH2:38]/[C:39](/[CH2:47][C:48]1[CH:53]=[CH:52][C:51]([F:54])=[CH:50][CH:49]=1)=[CH:40]\C(OCC=C)=O.N1C=CC=CC1.N1CCOCC1. The catalyst is CC#N.C1C=CC([P]([Pd]([P](C2C=CC=CC=2)(C2C=CC=CC=2)C2C=CC=CC=2)([P](C2C=CC=CC=2)(C2C=CC=CC=2)C2C=CC=CC=2)[P](C2C=CC=CC=2)(C2C=CC=CC=2)C2C=CC=CC=2)(C2C=CC=CC=2)C2C=CC=CC=2)=CC=1.CCOC(C)=O.O.C1C=CC=CC=1. The product is [F:54][C:51]1[CH:50]=[CH:49][C:48]([CH2:47][C:39]2[CH:40]=[C:4]([C:27]3[CH:26]=[CH:25][C:24]([C:21]([OH:23])=[O:22])=[CH:31][CH:30]=3)[C:5]3[C:13](=[O:15])[N:9]4[C@@H:8]([CH2:12][CH2:11][CH2:10]4)[C:6]=3[N:38]=2)=[CH:53][CH:52]=1. The yield is 0.540. (6) The reactants are [CH3:1][O:2][C:3]1[CH:10]=[CH:9][C:6]([CH:7]=O)=[CH:5][CH:4]=1.Cl.[NH2:12][CH2:13][CH2:14][SH:15]. The catalyst is C(O)C.O. The product is [CH3:1][O:2][C:3]1[CH:10]=[CH:9][C:6]([CH:7]2[NH:12][CH2:13][CH2:14][S:15]2)=[CH:5][CH:4]=1. The yield is 0.690. (7) The reactants are [NH2:1][C:2]1[CH:3]=[C:4]2[C:20](=[O:21])[NH:19][N:18]=[CH:17][C:6]3=[C:7]([C:11]4[CH:16]=[CH:15][CH:14]=[CH:13][CH:12]=4)[NH:8][C:9]([CH:10]=1)=[C:5]23.[CH:22]1([CH2:28][C:29](O)=[O:30])[CH2:27][CH2:26][CH2:25][CH2:24][CH2:23]1.C(N(CC)CC)C.F[P-](F)(F)(F)(F)F.N1(OC(N(C)C)=[N+](C)C)C2N=CC=CC=2N=N1. The catalyst is C(OCC)C.C(Cl)Cl.CO.CN(C)C=O. The product is [CH:22]1([CH2:28][C:29]([NH:1][C:2]2[CH:3]=[C:4]3[C:20](=[O:21])[NH:19][N:18]=[CH:17][C:6]4=[C:7]([C:11]5[CH:12]=[CH:13][CH:14]=[CH:15][CH:16]=5)[NH:8][C:9]([CH:10]=2)=[C:5]34)=[O:30])[CH2:27][CH2:26][CH2:25][CH2:24][CH2:23]1. The yield is 0.360.